This data is from Full USPTO retrosynthesis dataset with 1.9M reactions from patents (1976-2016). The task is: Predict the reactants needed to synthesize the given product. (1) Given the product [Br:14][C:15]1[CH:20]=[CH:19][C:18]([O:21][C:2]2[CH:7]=[CH:6][C:5]([O:8][CH3:9])=[CH:4][C:3]=2[CH2:10][C:11]([OH:13])=[O:12])=[C:17]([F:22])[CH:16]=1, predict the reactants needed to synthesize it. The reactants are: Br[C:2]1[CH:7]=[CH:6][C:5]([O:8][CH3:9])=[CH:4][C:3]=1[CH2:10][C:11]([OH:13])=[O:12].[Br:14][C:15]1[CH:20]=[CH:19][C:18]([OH:21])=[C:17]([F:22])[CH:16]=1.C(=O)([O-])[O-].[Cs+].[Cs+].C(=O)=O. (2) Given the product [NH2:11][C:9]1[N:10]=[C:5]2[C:4]([C:12]3[CH:17]=[CH:16][CH:15]=[C:14]([C:18]([F:21])([F:20])[F:19])[CH:13]=3)=[C:3]([CH3:22])[C:2]([C:28]3[N:32]([C:33]4[CH:40]=[CH:39][C:36]([C:37]#[N:38])=[CH:35][CH:34]=4)[N:31]=[CH:30][CH:29]=3)=[CH:7][N:6]2[N:8]=1, predict the reactants needed to synthesize it. The reactants are: Br[C:2]1[C:3]([CH3:22])=[C:4]([C:12]2[CH:17]=[CH:16][CH:15]=[C:14]([C:18]([F:21])([F:20])[F:19])[CH:13]=2)[C:5]2[N:6]([N:8]=[C:9]([NH2:11])[N:10]=2)[CH:7]=1.C([Sn](CCCC)(CCCC)[C:28]1[N:32]([C:33]2[CH:40]=[CH:39][C:36]([C:37]#[N:38])=[CH:35][CH:34]=2)[N:31]=[CH:30][CH:29]=1)CCC. (3) Given the product [NH2:44][C:42](=[O:43])[CH:41]([OH:45])[CH:40]([NH:39][C:32]([C:31]1[C:30]([C:22]2[S:21][C:25]3[CH:26]=[CH:27][CH:28]=[CH:29][C:24]=3[N:23]=2)=[N:3][CH:37]=[CH:36][CH:35]=1)=[O:34])[CH2:46][C:47]1[CH:52]=[CH:51][CH:50]=[CH:49][CH:48]=1, predict the reactants needed to synthesize it. The reactants are: O.O[N:3]1C2C=CC=CC=2N=N1.C(N(C(C)C)CC)(C)C.[S:21]1[C:25]2[CH:26]=[CH:27][CH:28]=[CH:29][C:24]=2[N:23]=[C:22]1[C:30]1C=[CH:37][CH:36]=[CH:35][C:31]=1[C:32]([OH:34])=O.[NH2:39][CH:40]([CH2:46][C:47]1[CH:52]=[CH:51][CH:50]=[CH:49][CH:48]=1)[CH:41]([OH:45])[C:42]([NH2:44])=[O:43]. (4) The reactants are: [NH2:1][C:2]1[C:11]2[N:12]=[C:13]([CH2:23][CH2:24][CH2:25][CH3:26])[N:14]([CH2:15][C:16]([CH3:22])([CH3:21])[C:17]([O:19]C)=O)[C:10]=2[C:9]2[CH:8]=[CH:7][CH:6]=[CH:5][C:4]=2[N:3]=1.[OH-].[K+].C(Cl)(=O)C(Cl)=O.[NH3:35]. Given the product [NH2:1][C:2]1[C:11]2[N:12]=[C:13]([CH2:23][CH2:24][CH2:25][CH3:26])[N:14]([CH2:15][C:16]([CH3:21])([CH3:22])[C:17]([NH2:35])=[O:19])[C:10]=2[C:9]2[CH:8]=[CH:7][CH:6]=[CH:5][C:4]=2[N:3]=1, predict the reactants needed to synthesize it.